The task is: Predict the reaction yield, written as a fraction of the theoretical maximum amount of product (1.0 means a 100% yield; for example, 0.34 means a 34% yield).. This data is from Reaction yield outcomes from USPTO patents with 853,638 reactions. (1) The reactants are C1OCCOCCOCCOCCOCCOC1.[CH3:19][O:20][C:21]([CH2:23]P(OC)(OC)=O)=[O:22].C[Si](C)(C)[N-][Si](C)(C)C.[K+].[CH3:40][C:41]([C:43]1[CH:48]=[CH:47][C:46]([N+:49]([O-:51])=[O:50])=[CH:45][CH:44]=1)=O.[Cl-].[NH4+]. The catalyst is C1(C)C=CC=CC=1. The product is [N+:49]([C:46]1[CH:47]=[CH:48][C:43](/[C:41](/[CH3:40])=[CH:23]/[C:21]([O:20][CH3:19])=[O:22])=[CH:44][CH:45]=1)([O-:51])=[O:50]. The yield is 0.460. (2) The reactants are [O:1]=[C:2]1[C:7]2[CH:8]=[CH:9][CH:10]=[CH:11][C:6]=2[S:5][C:4]([C:12]2[N:17]=[C:16]([CH2:18][CH2:19][NH:20]C(=O)OC(C)(C)C)[CH:15]=[CH:14][CH:13]=2)=[N:3]1.[F:28][C:29]([F:34])([F:33])[C:30]([OH:32])=[O:31]. No catalyst specified. The product is [F:28][C:29]([F:34])([F:33])[C:30]([OH:32])=[O:31].[NH2:20][CH2:19][CH2:18][C:16]1[N:17]=[C:12]([C:4]2[S:5][C:6]3[CH:11]=[CH:10][CH:9]=[CH:8][C:7]=3[C:2](=[O:1])[N:3]=2)[CH:13]=[CH:14][CH:15]=1. The yield is 0.910. (3) The reactants are [Mg].II.Br[CH:5]1[CH2:8][CH2:7][CH2:6]1.C[C:10]1[CH:15]=[C:14]([C:16]#[N:17])[CH:13]=[CH:12][C:11]=1[C:18]1[CH:23]=[CH:22][C:21]([C:24]([F:27])([F:26])[F:25])=[CH:20][CH:19]=1.[BH4-].[Na+]. The catalyst is C(OCC)C.O1CCCC1.CO. The product is [CH:5]1([CH:16]([C:14]2[CH:15]=[CH:10][C:11]([C:18]3[CH:23]=[CH:22][C:21]([C:24]([F:25])([F:26])[F:27])=[CH:20][CH:19]=3)=[CH:12][CH:13]=2)[NH2:17])[CH2:8][CH2:7][CH2:6]1. The yield is 0.270. (4) The reactants are C1(S([N:10]2[C:14]3[N:15]=[CH:16][N:17]=[C:18]([Cl:19])[C:13]=3[C:12]([C:20]3[CH:25]=[CH:24][C:23]([CH3:26])=[CH:22][CH:21]=3)=[CH:11]2)(=O)=O)C=CC=CC=1.CCCC[N+](CCCC)(CCCC)CCCC.[F-]. The catalyst is C1COCC1. The product is [Cl:19][C:18]1[C:13]2[C:12]([C:20]3[CH:25]=[CH:24][C:23]([CH3:26])=[CH:22][CH:21]=3)=[CH:11][NH:10][C:14]=2[N:15]=[CH:16][N:17]=1. The yield is 0.730. (5) The reactants are [CH2:1]([C:3]1[CH:8]=[CH:7][CH:6]=[C:5]([CH2:9][CH3:10])[C:4]=1[NH:11][C:12]([C:14]1[C:18]2[CH2:19][CH2:20][CH2:21][C:22]3[C:23](=[N:24][C:25]([NH:28][C:29]4[CH:34]=[CH:33][C:32]([N:35]5[CH2:40][CH2:39][N:38]([CH3:41])[CH2:37][CH2:36]5)=[CH:31][C:30]=4[O:42][CH3:43])=[N:26][CH:27]=3)[C:17]=2[NH:16][N:15]=1)=[O:13])[CH3:2].C([O-])([O-])=O.[Cs+].[Cs+].Br[CH2:51][CH3:52]. The catalyst is CN(C=O)C. The product is [CH2:1]([C:3]1[CH:8]=[CH:7][CH:6]=[C:5]([CH2:9][CH3:10])[C:4]=1[NH:11][C:12]([C:14]1[C:18]2[CH2:19][CH2:20][CH2:21][C:22]3[C:23](=[N:24][C:25]([NH:28][C:29]4[CH:34]=[CH:33][C:32]([N:35]5[CH2:40][CH2:39][N:38]([CH3:41])[CH2:37][CH2:36]5)=[CH:31][C:30]=4[O:42][CH3:43])=[N:26][CH:27]=3)[C:17]=2[N:16]([CH2:51][CH3:52])[N:15]=1)=[O:13])[CH3:2]. The yield is 0.300. (6) The reactants are [CH3:1][C:2]1[C:16](=[O:17])[N:15]=[C:14]2[N:4]([C@@H:5]3[O:9][C@H:8]([CH2:10][OH:11])[C@@H:7]([OH:12])[C@@H:6]3[O:13]2)[CH:3]=1.[CH3:18][O:19][CH2:20][CH2:21][O:22]B([O:22][CH2:21][CH2:20][O:19][CH3:18])[O:22][CH2:21][CH2:20][O:19][CH3:18]. The catalyst is COCCO. The product is [CH3:18][O:19][CH2:20][CH2:21][O:22][C@@H:6]1[C@H:7]([OH:12])[C@@H:8]([CH2:10][OH:11])[O:9][C@H:5]1[N:4]1[CH:3]=[C:2]([CH3:1])[C:16](=[O:17])[NH:15][C:14]1=[O:13]. The yield is 0.630. (7) The reactants are [C:1]1(=[O:8])[O:7][C:5](=[O:6])[CH2:4][CH2:3][CH2:2]1.[NH2:9][C:10]1[S:11][C:12]([N+:15]([O-:17])=[O:16])=[CH:13][N:14]=1. The catalyst is CN(C1C=CN=CC=1)C.C(Cl)Cl.CCOC(C)=O. The product is [N+:15]([C:12]1[S:11][C:10]([NH:9][C:5](=[O:6])[CH2:4][CH2:3][CH2:2][C:1]([OH:7])=[O:8])=[N:14][CH:13]=1)([O-:17])=[O:16]. The yield is 0.540. (8) The reactants are C1(/C=[CH:8]/[C:9]2[N:10]=[CH:11][C:12]3[CH2:18][CH2:17][C:16](=[O:19])[NH:15][C:13]=3[N:14]=2)C=CC=CC=1.CSC.CN(C=[O:27])C. The catalyst is CO. The product is [O:19]=[C:16]1[NH:15][C:13]2[N:14]=[C:9]([CH:8]=[O:27])[N:10]=[CH:11][C:12]=2[CH2:18][CH2:17]1. The yield is 0.950. (9) The reactants are C[Al](C)C.[CH3:5][NH:6][CH3:7].C([O:10][C:11]([C:13]1[CH:18]=[CH:17][N:16]2[N:19]=[C:20]([C:32]3[CH:37]=[CH:36][CH:35]=[CH:34][N:33]=3)[C:21]([C:22]3[C:31]4[C:26](=[CH:27][CH:28]=[CH:29][CH:30]=4)[N:25]=[CH:24][CH:23]=3)=[C:15]2[CH:14]=1)=O)C.C([O-])(=O)C(C(C([O-])=O)O)O.[Na+].[K+]. The catalyst is C(Cl)Cl. The product is [CH3:5][N:6]([CH3:7])[C:11]([C:13]1[CH:18]=[CH:17][N:16]2[N:19]=[C:20]([C:32]3[CH:37]=[CH:36][CH:35]=[CH:34][N:33]=3)[C:21]([C:22]3[C:31]4[C:26](=[CH:27][CH:28]=[CH:29][CH:30]=4)[N:25]=[CH:24][CH:23]=3)=[C:15]2[CH:14]=1)=[O:10]. The yield is 0.310.